From a dataset of Full USPTO retrosynthesis dataset with 1.9M reactions from patents (1976-2016). Predict the reactants needed to synthesize the given product. (1) Given the product [C:22]([CH2:21][C@H:20]([NH:19][C:15]([C:7]1[CH:6]=[N:5][C:4]([CH:1]2[CH2:2][CH2:3]2)=[C:9]([O:10][CH2:11][CH:12]2[CH2:13][CH2:14]2)[N:8]=1)=[O:17])[CH:25]([CH3:27])[CH3:26])(=[O:23])[NH2:24], predict the reactants needed to synthesize it. The reactants are: [CH:1]1([C:4]2[N:5]=[CH:6][C:7]([C:15]([OH:17])=O)=[N:8][C:9]=2[O:10][CH2:11][CH:12]2[CH2:14][CH2:13]2)[CH2:3][CH2:2]1.Cl.[NH2:19][C@H:20]([CH:25]([CH3:27])[CH3:26])[CH2:21][C:22]([NH2:24])=[O:23]. (2) Given the product [C:31]([N:13]1[CH2:14][CH2:15][CH:10]([CH2:9][C:8]([NH:7][C:4]2[CH:3]=[CH:2][C:1]([C:17]3[CH:18]=[CH:19][CH:20]=[CH:21][CH:22]=3)=[CH:6][CH:5]=2)=[O:16])[CH2:11][CH2:12]1)(=[O:33])[CH3:32], predict the reactants needed to synthesize it. The reactants are: [C:1]1([C:17]2[CH:22]=[CH:21][CH:20]=[CH:19][CH:18]=2)[CH:6]=[CH:5][C:4]([NH:7][C:8](=[O:16])[CH2:9][CH:10]2[CH2:15][CH2:14][NH:13][CH2:12][CH2:11]2)=[CH:3][CH:2]=1.Cl.C(N(CC)CC)C.[C:31](Cl)(=[O:33])[CH3:32]. (3) Given the product [Cl:6][C:7]1[CH:25]=[CH:24][C:10]([O:11][C:12]2[CH:19]=[CH:18][C:15]([C:16]([NH2:17])=[O:2])=[C:14]([S:20]([CH3:23])(=[O:21])=[O:22])[CH:13]=2)=[CH:9][C:8]=1[C:26]1[C:35]2[C:30](=[C:31]([Cl:36])[CH:32]=[CH:33][CH:34]=2)[N:29]=[CH:28][N:27]=1, predict the reactants needed to synthesize it. The reactants are: S(=O)(=O)(O)[OH:2].[Cl:6][C:7]1[CH:25]=[CH:24][C:10]([O:11][C:12]2[CH:19]=[CH:18][C:15]([C:16]#[N:17])=[C:14]([S:20]([CH3:23])(=[O:22])=[O:21])[CH:13]=2)=[CH:9][C:8]=1[C:26]1[C:35]2[C:30](=[C:31]([Cl:36])[CH:32]=[CH:33][CH:34]=2)[N:29]=[CH:28][N:27]=1. (4) The reactants are: [Br:1][C:2]1[CH:7]=[CH:6][C:5]([F:8])=[CH:4][C:3]=1[C:9]1[NH:13][N:12]=[N:11][N:10]=1.IC.[C:16](=O)([O-])[O-].[K+].[K+]. Given the product [Br:1][C:2]1[CH:7]=[CH:6][C:5]([F:8])=[CH:4][C:3]=1[C:9]1[N:13]([CH3:16])[NH:12][NH:11][N:10]=1, predict the reactants needed to synthesize it. (5) Given the product [Cl:1][C:2]1[CH:7]=[C:6]([NH:8][C:9]2[N:10]=[C:11]([NH:16][CH:17]3[CH2:23][CH2:22][CH2:21][CH2:20][CH2:19][CH2:18]3)[N:12]=[C:13]([N:32]([CH3:33])[CH:29]3[CH2:30][CH2:31][N:26]([CH3:25])[CH2:27][CH2:28]3)[N:14]=2)[CH:5]=[CH:4][C:3]=1[OH:24], predict the reactants needed to synthesize it. The reactants are: [Cl:1][C:2]1[CH:7]=[C:6]([NH:8][C:9]2[N:14]=[C:13](Cl)[N:12]=[C:11]([NH:16][CH:17]3[CH2:23][CH2:22][CH2:21][CH2:20][CH2:19][CH2:18]3)[N:10]=2)[CH:5]=[CH:4][C:3]=1[OH:24].[CH3:25][N:26]1[CH2:31][CH2:30][CH:29]([NH:32][CH3:33])[CH2:28][CH2:27]1.[OH-].[Na+].O. (6) Given the product [CH:1]1([C:4]([N:32]2[C:33]3[CH:38]=[CH:37][CH:36]=[CH:35][C:34]=3[O:30][C:31]2=[O:39])=[O:6])[CH:3]=[CH:2]1, predict the reactants needed to synthesize it. The reactants are: [CH:1]1([C:4]([OH:6])=O)[CH:3]=[CH:2]1.C(=O)=O.C(N(CC)CC)C.C12(Cl)CC3CC(CC(C3)C1)C2.[Li+].[Cl-].[O:30]1[C:34]2[CH:35]=[CH:36][CH:37]=[CH:38][C:33]=2[NH:32][C:31]1=[O:39]. (7) Given the product [CH:1]1[C:6]2=[C:7]3[C:15](=[N:16][C:17]([O:18][C:19](=[O:21])[CH3:20])=[C:5]2[CH:4]=[CH:3][CH:2]=1)[C:14]1[C:9](=[CH:10][CH:11]=[CH:12][CH:13]=1)[O:8]3, predict the reactants needed to synthesize it. The reactants are: [CH:1]1[C:6]2[C:7]3[O:8][C:9]4[C:14]([C:15]=3[NH:16][C:17](=[O:18])[C:5]=2[CH:4]=[CH:3][CH:2]=1)=[CH:13][CH:12]=[CH:11][CH:10]=4.[C:19](OC(=O)C)(=[O:21])[CH3:20].